Task: Regression. Given a peptide amino acid sequence and an MHC pseudo amino acid sequence, predict their binding affinity value. This is MHC class II binding data.. Dataset: Peptide-MHC class II binding affinity with 134,281 pairs from IEDB The peptide sequence is AYPSVLGQTIRNSRW. The MHC is HLA-DPA10103-DPB10301 with pseudo-sequence HLA-DPA10103-DPB10301. The binding affinity (normalized) is 0.0907.